This data is from Reaction yield outcomes from USPTO patents with 853,638 reactions. The task is: Predict the reaction yield, written as a fraction of the theoretical maximum amount of product (1.0 means a 100% yield; for example, 0.34 means a 34% yield). (1) The reactants are F.F.F.C(N(CC)CC)C.[Si]([O:28][CH2:29][C@H:30]1[O:34][C@@H:33]([N:35]2[CH:42]=[C:41]([CH3:43])[C:39](=[O:40])[NH:38][C:36]2=[O:37])[C@H:32]([O:44][CH2:45][CH2:46][O:47][N:48]([CH3:50])[CH3:49])[C@@H:31]1[OH:51])(C(C)(C)C)(C1C=CC=CC=1)C1C=CC=CC=1.CO. The catalyst is C1COCC1.C(Cl)Cl. The product is [CH3:49][N:48]([CH3:50])[O:47][CH2:46][CH2:45][O:44][C@@H:32]1[C@H:31]([OH:51])[C@@H:30]([CH2:29][OH:28])[O:34][C@H:33]1[N:35]1[CH:42]=[C:41]([CH3:43])[C:39](=[O:40])[NH:38][C:36]1=[O:37]. The yield is 0.925. (2) The reactants are Br[C:2]1[CH:7]=[CH:6][C:5]([Br:8])=[CH:4][N:3]=1.C([Li])CCC.[CH3:14][C:15]([CH3:17])=[O:16]. The yield is 0.860. The catalyst is C1(C)C=CC=CC=1. The product is [Br:8][C:5]1[CH:6]=[CH:7][C:2]([C:15]([OH:16])([CH3:17])[CH3:14])=[N:3][CH:4]=1. (3) The reactants are [CH3:1][O:2][C:3](=[O:27])[C@H:4]([NH:16][C:17]([O:19][CH2:20][C:21]1[CH:26]=[CH:25][CH:24]=[CH:23][CH:22]=1)=[O:18])[CH2:5][C:6]1[CH:15]=[CH:14][C:9]2[NH:10][C:11](=[O:13])[O:12][C:8]=2[CH:7]=1.[Cl:28]N1C(=O)CCC1=O. The catalyst is ClC(Cl)C. The product is [CH3:1][O:2][C:3](=[O:27])[C@H:4]([NH:16][C:17]([O:19][CH2:20][C:21]1[CH:22]=[CH:23][CH:24]=[CH:25][CH:26]=1)=[O:18])[CH2:5][C:6]1[CH:15]=[C:14]([Cl:28])[C:9]2[NH:10][C:11](=[O:13])[O:12][C:8]=2[CH:7]=1.[CH3:1][O:2][C:3](=[O:27])[CH:4]([NH:16][C:17]([O:19][CH2:20][C:21]1[CH:22]=[CH:23][CH:24]=[CH:25][CH:26]=1)=[O:18])[CH2:5][C:6]1[C:15]([Cl:28])=[CH:14][C:9]2[NH:10][C:11](=[O:13])[O:12][C:8]=2[CH:7]=1. The yield is 0.0980. (4) The reactants are NC1C=CC(OC2C=CN=C3C=C(C4N=CC(CN(CCOC)C(=O)OC(C)(C)C)=CC=4)SC=23)=C(F)C=1.[O:38]1[CH2:42][CH2:41][O:40][CH:39]1[C:43]1[CH:44]=[CH:45][C:46]([C:49]2[S:57][C:56]3[C:51](=[N:52][CH:53]=[CH:54][C:55]=3[O:58][C:59]3[CH:64]=[CH:63][C:62]([N+:65]([O-])=O)=[CH:61][C:60]=3[F:68])[CH:50]=2)=[N:47][CH:48]=1. No catalyst specified. The product is [O:38]1[CH2:42][CH2:41][O:40][CH:39]1[C:43]1[CH:44]=[CH:45][C:46]([C:49]2[S:57][C:56]3[C:51](=[N:52][CH:53]=[CH:54][C:55]=3[O:58][C:59]3[CH:64]=[CH:63][C:62]([NH2:65])=[CH:61][C:60]=3[F:68])[CH:50]=2)=[N:47][CH:48]=1. The yield is 0.950. (5) The reactants are C1COCC1.C([O-])([O-])=O.[Na+].[Na+].Br[C:13]1[CH:22]=[CH:21][CH:20]=[CH:19][C:14]=1[C:15]([O:17][CH3:18])=[O:16].[S:23]1[CH:27]=[CH:26][C:25](B(O)O)=[CH:24]1. The catalyst is Cl[Pd](Cl)([P](C1C=CC=CC=1)(C1C=CC=CC=1)C1C=CC=CC=1)[P](C1C=CC=CC=1)(C1C=CC=CC=1)C1C=CC=CC=1.O. The product is [S:23]1[CH:27]=[CH:26][C:25]([C:13]2[CH:22]=[CH:21][CH:20]=[CH:19][C:14]=2[C:15]([O:17][CH3:18])=[O:16])=[CH:24]1. The yield is 0.920. (6) The reactants are [C:1]([NH:9][C@H:10]([C:12]([OH:14])=O)[CH3:11])(=[O:8])[C:2]1[CH:7]=[CH:6][CH:5]=[CH:4][CH:3]=1.C(C1NC=CN=1)(C1NC=CN=1)=O.[C:27]([O:30][CH2:31][CH3:32])(=[O:29])[CH3:28].[Li+].CC([N-]C(C)C)C. The catalyst is C1COCC1. The product is [C:1]([NH:9][CH:10]([CH3:11])[C:12](=[O:14])[CH2:28][C:27]([O:30][CH2:31][CH3:32])=[O:29])(=[O:8])[C:2]1[CH:3]=[CH:4][CH:5]=[CH:6][CH:7]=1. The yield is 0.955. (7) The reactants are [N+:1]([C:4]1[CH:9]=[CH:8][C:7]([OH:10])=[CH:6][C:5]=1[C:11]([F:14])([F:13])[F:12])([O-:3])=[O:2].[F:15][C:16]1[CH:17]=[C:18]([CH:21]=[CH:22][CH:23]=1)[CH2:19]Br. No catalyst specified. The product is [F:15][C:16]1[CH:17]=[C:18]([CH:21]=[CH:22][CH:23]=1)[CH2:19][O:10][C:7]1[CH:8]=[CH:9][C:4]([N+:1]([O-:3])=[O:2])=[C:5]([C:11]([F:12])([F:13])[F:14])[CH:6]=1. The yield is 0.850. (8) The reactants are C[O:2][C:3](=[O:23])[C:4]1[C:5](=[C:10]([O:14][C:15]2[CH:20]=[CH:19][CH:18]=[CH:17][C:16]=2[O:21][CH3:22])[CH:11]=[CH:12][CH:13]=1)[C:6]([O:8]C)=[O:7].[OH-].[Na+]. The catalyst is C(O)C. The product is [CH3:22][O:21][C:16]1[CH:17]=[CH:18][CH:19]=[CH:20][C:15]=1[O:14][C:10]1[CH:11]=[CH:12][CH:13]=[C:4]([C:3]([OH:23])=[O:2])[C:5]=1[C:6]([OH:8])=[O:7]. The yield is 0.780. (9) The yield is 0.330. The product is [Cl:26][C:9]1[CH:8]=[C:7]([N:6]2[C:4](=[O:5])[CH:3]=[C:2]([CH3:27])[N:1]=[C:28]2[CH3:29])[CH:12]=[CH:11][C:10]=1[N:13]([CH2:20][CH2:21][CH2:22][CH2:23][CH2:24][CH3:25])[CH2:14][CH2:15][CH2:16][CH2:17][CH2:18][CH3:19]. No catalyst specified. The reactants are [NH2:1]/[C:2](/[CH3:27])=[CH:3]\[C:4]([NH:6][C:7]1[CH:12]=[CH:11][C:10]([N:13]([CH2:20][CH2:21][CH2:22][CH2:23][CH2:24][CH3:25])[CH2:14][CH2:15][CH2:16][CH2:17][CH2:18][CH3:19])=[C:9]([Cl:26])[CH:8]=1)=[O:5].[C:28](OCC)(OCC)(OCC)[CH3:29]. (10) The reactants are [CH:1]1([S:4]([NH2:7])(=[O:6])=[O:5])[CH2:3][CH2:2]1.C(N(CC)CC)C.[CH3:15][C:16]([O:19][C:20](O[C:20]([O:19][C:16]([CH3:18])([CH3:17])[CH3:15])=[O:21])=[O:21])([CH3:18])[CH3:17]. The catalyst is C(Cl)Cl.CN(C1C=CN=CC=1)C.O. The product is [CH:1]1([S:4]([NH:7][C:20](=[O:21])[O:19][C:16]([CH3:18])([CH3:17])[CH3:15])(=[O:6])=[O:5])[CH2:3][CH2:2]1. The yield is 0.650.